This data is from Forward reaction prediction with 1.9M reactions from USPTO patents (1976-2016). The task is: Predict the product of the given reaction. (1) Given the reactants [C:1]([C:3]1[CH:28]=[CH:27][CH:26]=[CH:25][C:4]=1[CH2:5][O:6][C:7]1[CH:11]=[C:10]([N:12]2[C:20]3[CH:19]=[CH:18][N:17]=[CH:16][C:15]=3[N:14]=[CH:13]2)[S:9][C:8]=1[C:21]([O:23]C)=O)#[N:2].[NH3:29], predict the reaction product. The product is: [C:1]([C:3]1[CH:28]=[CH:27][CH:26]=[CH:25][C:4]=1[CH2:5][O:6][C:7]1[CH:11]=[C:10]([N:12]2[C:20]3[CH:19]=[CH:18][N:17]=[CH:16][C:15]=3[N:14]=[CH:13]2)[S:9][C:8]=1[C:21]([NH2:29])=[O:23])#[N:2]. (2) Given the reactants [C:1]1(=[O:22])[N:5]([CH2:6][C:7]2[C:16]3[C:11](=[CH:12][CH:13]=[CH:14][CH:15]=3)[CH2:10][CH2:9][N:8]=2)[C:4](=[O:17])[C:3]2=[CH:18][CH:19]=[CH:20][CH:21]=[C:2]12.C1N=CN([C:28](N2C=NC=C2)=[O:29])C=1.CI.[NH:37]1[CH2:44][CH2:43][CH2:42][CH:38]1[C:39]([OH:41])=[O:40], predict the reaction product. The product is: [O:22]=[C:1]1[C:2]2[C:3](=[CH:18][CH:19]=[CH:20][CH:21]=2)[C:4](=[O:17])[N:5]1[CH2:6][CH:7]1[C:16]2[C:11](=[CH:12][CH:13]=[CH:14][CH:15]=2)[CH2:10][CH2:9][N:8]1[C:28]([N:37]1[CH2:44][CH2:43][CH2:42][CH:38]1[C:39]([OH:41])=[O:40])=[O:29]. (3) Given the reactants Cl[C:2]1[CH:3]=[C:4]([C:22]2[N:27]=[C:26]([C:28]3[CH:33]=[CH:32][CH:31]=[CH:30][CH:29]=3)[N:25]=[C:24]([C:34]3[CH:39]=[CH:38][CH:37]=[CH:36][CH:35]=3)[N:23]=2)[CH:5]=[C:6]([C:8]2[C:9]3[C:14]([CH:15]=[C:16]4[C:21]=2[CH:20]=[CH:19][CH:18]=[CH:17]4)=[CH:13][CH:12]=[CH:11][CH:10]=3)[CH:7]=1.[CH3:40][C:41]1[CH:46]=[C:45]([CH3:47])[N:44]=[C:43]([C:48]2[CH:53]=[CH:52][C:51](B3OC(C)(C)C(C)(C)O3)=[CH:50][CH:49]=2)[N:42]=1.C(=O)([O-])[O-].[K+].[K+].O1CCCC1, predict the reaction product. The product is: [CH:20]1[C:21]2[C:16](=[CH:15][C:14]3[C:9]([C:8]=2[C:6]2[CH:5]=[C:4]([C:22]4[N:27]=[C:26]([C:28]5[CH:29]=[CH:30][CH:31]=[CH:32][CH:33]=5)[N:25]=[C:24]([C:34]5[CH:35]=[CH:36][CH:37]=[CH:38][CH:39]=5)[N:23]=4)[CH:3]=[C:2]([C:51]4[CH:50]=[CH:49][C:48]([C:43]5[N:44]=[C:45]([CH3:47])[CH:46]=[C:41]([CH3:40])[N:42]=5)=[CH:53][CH:52]=4)[CH:7]=2)=[CH:10][CH:11]=[CH:12][CH:13]=3)[CH:17]=[CH:18][CH:19]=1. (4) Given the reactants Cl[C:2]1[CH:7]=[CH:6][C:5]([N+:8]([O-:10])=[O:9])=[CH:4][C:3]=1[CH:11]=[CH:12][C:13]([O:15][CH2:16][CH3:17])=[O:14].[NH2:18][CH2:19][CH2:20][C:21]1[CH:26]=[CH:25][CH:24]=[CH:23][N:22]=1.C(N(CC)CC)C.C(OCC)(=O)C, predict the reaction product. The product is: [N+:8]([C:5]1[CH:6]=[CH:7][C:2]([NH:18][CH2:19][CH2:20][C:21]2[CH:26]=[CH:25][CH:24]=[CH:23][N:22]=2)=[C:3]([CH:11]=[CH:12][C:13]([O:15][CH2:16][CH3:17])=[O:14])[CH:4]=1)([O-:10])=[O:9]. (5) Given the reactants [F:1][C:2]([F:16])([F:15])[C:3]1[N:8]=[CH:7][C:6]([C@@H:9]2[CH2:11][C@H:10]2[C:12]([OH:14])=O)=[CH:5][CH:4]=1.CCN(C(C)C)C(C)C.CN(C(ON1N=NC2C=CC=CC1=2)=[N+](C)C)C.[B-](F)(F)(F)F.Cl.Cl.[CH:50]1([N:54]2[CH2:59][CH2:58][NH:57][CH2:56][CH2:55]2)[CH2:53][CH2:52][CH2:51]1, predict the reaction product. The product is: [CH:50]1([N:54]2[CH2:59][CH2:58][N:57]([C:12]([C@@H:10]3[CH2:11][C@H:9]3[C:6]3[CH:7]=[N:8][C:3]([C:2]([F:1])([F:16])[F:15])=[CH:4][CH:5]=3)=[O:14])[CH2:56][CH2:55]2)[CH2:53][CH2:52][CH2:51]1. (6) Given the reactants [O:1]1[CH:5]=[N:4][N:3]=[C:2]1[C:6]1[CH:13]=[CH:12][C:9]([CH:10]=O)=[CH:8][CH:7]=1.N1(C2C=C[C:22]([CH:23]=[O:24])=CC=2)C=CC=N1, predict the reaction product. The product is: [O:1]1[CH:5]=[N:4][N:3]=[C:2]1[C:6]1[CH:13]=[CH:12][C:9](/[CH:10]=[CH:22]/[CH:23]=[O:24])=[CH:8][CH:7]=1. (7) Given the reactants [CH3:1][O:2][C:3]1[CH:4]=[C:5]([CH:31]=[CH:32][CH:33]=1)[CH2:6][NH:7][C:8]([C:10]1[NH:11][C:12](=[O:30])[C:13]2[C:18]([CH2:19][O:20][CH2:21][C@H:22]3[CH2:27][O:26][C@H:25]([CH2:28][OH:29])[CH2:24][O:23]3)=[CH:17][S:16][C:14]=2[N:15]=1)=[O:9].[Cr](O[Cr]([O-])(=O)=O)([O-])(=O)=[O:35].[NH+]1C=CC=CC=1.[NH+]1C=CC=CC=1, predict the reaction product. The product is: [CH3:1][O:2][C:3]1[CH:4]=[C:5]([CH:31]=[CH:32][CH:33]=1)[CH2:6][NH:7][C:8]([C:10]1[NH:11][C:12](=[O:30])[C:13]2[C:18]([CH2:19][O:20][CH2:21][C@@H:22]3[CH2:27][O:26][C@@H:25]([C:28]([OH:35])=[O:29])[CH2:24][O:23]3)=[CH:17][S:16][C:14]=2[N:15]=1)=[O:9]. (8) Given the reactants [CH3:1][CH:2]([CH3:18])[CH2:3][N:4]1[C:16]2[C:15]3[N:14]=[CH:13][CH:12]=[CH:11][C:10]=3[N:9]=[C:8]([NH2:17])[C:7]=2[N:6]=[CH:5]1.O.[CH2:20]([S:22]([OH:25])(=[O:24])=[O:23])[CH3:21].CC(OC)(C)C, predict the reaction product. The product is: [OH2:23].[CH2:20]([S:22]([OH:25])(=[O:24])=[O:23])[CH3:21].[CH3:1][CH:2]([CH3:18])[CH2:3][N:4]1[C:16]2[C:15]3[N:14]=[CH:13][CH:12]=[CH:11][C:10]=3[N:9]=[C:8]([NH2:17])[C:7]=2[N:6]=[CH:5]1. (9) Given the reactants [Br:1][C:2]1[CH:7]=[CH:6][C:5]([NH:8][CH:9]=[C:10]([C:16](=[O:21])[CH2:17][CH:18]([CH3:20])[CH3:19])[C:11]([O:13]CC)=O)=[CH:4][CH:3]=1, predict the reaction product. The product is: [Br:1][C:2]1[CH:3]=[C:4]2[C:5](=[CH:6][CH:7]=1)[N:8]=[CH:9][C:10]([C:16](=[O:21])[CH2:17][CH:18]([CH3:19])[CH3:20])=[C:11]2[OH:13]. (10) The product is: [Cl:16][C:4]1[N:3]=[C:2]([I:17])[N:7]=[C:6]([N:8]2[CH2:14][CH:13]3[O:15][CH:10]([CH2:11][CH2:12]3)[CH2:9]2)[CH:5]=1. Given the reactants Cl[C:2]1[N:7]=[C:6]([N:8]2[CH2:14][CH:13]3[O:15][CH:10]([CH2:11][CH2:12]3)[CH2:9]2)[CH:5]=[C:4]([Cl:16])[N:3]=1.[I-:17].[Na+].I, predict the reaction product.